From a dataset of Full USPTO retrosynthesis dataset with 1.9M reactions from patents (1976-2016). Predict the reactants needed to synthesize the given product. (1) Given the product [ClH:25].[CH3:1][O:2][CH2:3][CH2:4][N:5]1[C:13]2[CH:12]=[CH:11][CH:10]=[CH:9][C:8]=2[C:7]2[CH2:14][NH:15][CH2:16][CH2:17][C:6]1=2, predict the reactants needed to synthesize it. The reactants are: [CH3:1][O:2][CH2:3][CH2:4][N:5]1[C:13]2[CH:12]=[CH:11][CH:10]=[CH:9][C:8]=2[C:7]2[CH2:14][N:15](C(OC(C)(C)C)=O)[CH2:16][CH2:17][C:6]1=2.[ClH:25]. (2) The reactants are: [Br:1][C:2]1[CH:10]=[CH:9][C:5]([C:6](Cl)=[O:7])=[CH:4][CH:3]=1.Cl.[CH3:12][O:13][CH2:14][CH2:15][NH2:16]. Given the product [Br:1][C:2]1[CH:10]=[CH:9][C:5]([C:6]([NH:16][CH2:15][CH2:14][O:13][CH3:12])=[O:7])=[CH:4][CH:3]=1, predict the reactants needed to synthesize it. (3) Given the product [N+:19]([C:16]1[CH:15]=[CH:14][C:13]([C:11](=[O:12])[CH2:10][N:4]2[C:5](=[O:7])[CH2:6][S:2][C:3]2=[O:8])=[CH:18][CH:17]=1)([O-:21])=[O:20], predict the reactants needed to synthesize it. The reactants are: [K].[S:2]1[CH2:6][C:5](=[O:7])[NH:4][C:3]1=[O:8].Br[CH2:10][C:11]([C:13]1[CH:18]=[CH:17][C:16]([N+:19]([O-:21])=[O:20])=[CH:15][CH:14]=1)=[O:12].